This data is from Forward reaction prediction with 1.9M reactions from USPTO patents (1976-2016). The task is: Predict the product of the given reaction. (1) The product is: [F:1][C:2]1[CH:3]=[CH:4][C:5]2[N:6]([C:10]([N:12]([CH3:14])[CH3:13])=[N:9][N:8]=2)[CH:7]=1. Given the reactants [F:1][C:2]1[CH:3]=[CH:4][C:5]([NH:8][NH:9][C:10]([N:12]([CH3:14])[CH3:13])=O)=[N:6][CH:7]=1.C1C=CC(P(C2C=CC=CC=2)C2C=CC=CC=2)=CC=1.CCN(CC)CC.ClC(Cl)(Cl)C(Cl)(Cl)Cl, predict the reaction product. (2) The product is: [CH3:20][S:21]([O:1][C@@H:2]1[CH2:6][CH2:5][N:4]([C:7]([O:9][CH2:10][C:11]2[CH:16]=[CH:15][C:14]([N+:17]([O-:19])=[O:18])=[CH:13][CH:12]=2)=[O:8])[CH2:3]1)(=[O:23])=[O:22]. Given the reactants [OH:1][C@@H:2]1[CH2:6][CH2:5][N:4]([C:7]([O:9][CH2:10][C:11]2[CH:16]=[CH:15][C:14]([N+:17]([O-:19])=[O:18])=[CH:13][CH:12]=2)=[O:8])[CH2:3]1.[CH3:20][S:21](Cl)(=[O:23])=[O:22].C(N(CC)CC)C, predict the reaction product. (3) Given the reactants [NH:1]1[C:9]2[CH:8]=[CH:7][N:6]=[CH:5][C:4]=2[C:3]([CH2:10][C:11]#[N:12])=[CH:2]1.[H][H], predict the reaction product. The product is: [NH2:12][CH2:11][CH2:10][C:3]1[C:4]2[C:9](=[CH:8][CH:7]=[N:6][CH:5]=2)[NH:1][CH:2]=1. (4) Given the reactants [Cl:1][C:2]1[CH:22]=[CH:21][C:5]([O:6][C:7]2[CH:8]=[C:9]([S:13]([CH2:16][CH2:17][CH2:18][C:19]#[N:20])(=[O:15])=[O:14])[CH:10]=[CH:11][CH:12]=2)=[CH:4][C:3]=1[C:23]1[C:32]2[C:27](=[C:28]([C:33]([F:36])([F:35])[F:34])[CH:29]=[CH:30][CH:31]=2)[N:26]=[C:25]([CH3:37])[N:24]=1.[OH-:38].[NH4+], predict the reaction product. The product is: [Cl:1][C:2]1[CH:22]=[CH:21][C:5]([O:6][C:7]2[CH:8]=[C:9]([S:13]([CH2:16][CH2:17][CH2:18][C:19]([NH2:20])=[O:38])(=[O:15])=[O:14])[CH:10]=[CH:11][CH:12]=2)=[CH:4][C:3]=1[C:23]1[C:32]2[C:27](=[C:28]([C:33]([F:35])([F:34])[F:36])[CH:29]=[CH:30][CH:31]=2)[N:26]=[C:25]([CH3:37])[N:24]=1. (5) Given the reactants O[CH:2](O)[CH2:3][N:4]1[CH:9]=[CH:8][C:7]2[O:10][C:11]([CH3:13])=[CH:12][C:6]=2[C:5]1=[O:14].[NH2:16][C:17]1[CH:18]=[N:19][CH:20]=[CH:21][C:22]=1[NH:23][CH2:24][CH2:25][CH2:26][O:27][C:28]1[CH:45]=[CH:44][C:31]2[N:32]([CH2:42][CH3:43])[C:33](=[O:41])[C:34]([CH3:40])([CH3:39])[C:35](=[O:38])[N:36]([CH3:37])[C:30]=2[CH:29]=1.S([O-])(O)=O.[Na+].C(OC(=O)C)C.[ClH:57], predict the reaction product. The product is: [ClH:57].[ClH:57].[CH2:42]([N:32]1[C:33](=[O:41])[C:34]([CH3:40])([CH3:39])[C:35](=[O:38])[N:36]([CH3:37])[C:30]2[CH:29]=[C:28]([O:27][CH2:26][CH2:25][CH2:24][N:23]3[C:22]4[CH:21]=[CH:20][N:19]=[CH:18][C:17]=4[N:16]=[C:2]3[CH2:3][N:4]3[CH:9]=[CH:8][C:7]4[O:10][C:11]([CH3:13])=[CH:12][C:6]=4[C:5]3=[O:14])[CH:45]=[CH:44][C:31]1=2)[CH3:43]. (6) Given the reactants [CH2:1]([NH:3][C:4](=[O:42])[NH:5][C:6]1[S:7][C:8]2[C:14]([C:15]3[CH:20]=[CH:19][CH:18]=[CH:17][N:16]=3)=[CH:13][C:12]([C:21]3[CH:22]=[N:23][C:24]([N:27]4[CH2:32][CH2:31][C:30]([C:38]([F:41])([F:40])[F:39])([C:33]([O:35]CC)=[O:34])[CH2:29][CH2:28]4)=[N:25][CH:26]=3)=[CH:11][C:9]=2[N:10]=1)[CH3:2].CC(C)([O-])C.[K+].O, predict the reaction product. The product is: [CH2:1]([NH:3][C:4]([NH:5][C:6]1[S:7][C:8]2[C:14]([C:15]3[CH:20]=[CH:19][CH:18]=[CH:17][N:16]=3)=[CH:13][C:12]([C:21]3[CH:22]=[N:23][C:24]([N:27]4[CH2:28][CH2:29][C:30]([C:38]([F:41])([F:40])[F:39])([C:33]([OH:35])=[O:34])[CH2:31][CH2:32]4)=[N:25][CH:26]=3)=[CH:11][C:9]=2[N:10]=1)=[O:42])[CH3:2]. (7) Given the reactants C([O:8][C:9]1[CH:18]=[CH:17][C:12]([C:13]([O:15][CH3:16])=[O:14])=[CH:11][C:10]=1[C:19]1[C:23]([CH3:25])([CH3:24])[CH2:22][CH2:21][CH:20]=1)C1C=CC=CC=1, predict the reaction product. The product is: [CH3:24][C:23]1([CH3:25])[CH2:22][CH2:21][CH2:20][CH:19]1[C:10]1[CH:11]=[C:12]([CH:17]=[CH:18][C:9]=1[OH:8])[C:13]([O:15][CH3:16])=[O:14]. (8) Given the reactants [CH2:1]([O:3][C:4]([CH:6]1[CH2:11][CH2:10][C:9](=[O:12])[CH2:8][CH2:7]1)=[O:5])[CH3:2].[Br:13]C1CC(C(C)C)CCC1=O, predict the reaction product. The product is: [CH2:1]([O:3][C:4]([CH:6]1[CH2:11][CH2:10][C:9](=[O:12])[CH:8]([Br:13])[CH2:7]1)=[O:5])[CH3:2]. (9) Given the reactants [Cl:1][C:2]1[N:7]=[CH:6][C:5]([C:8]([NH:10][C:11]2[CH:16]=[CH:15][C:14]([CH3:17])=[C:13]([C:18]3[C:19]4[CH:31]=[CH:30][C:29](=[O:32])[N:28]([C:33]5[C:38]([F:39])=[CH:37][CH:36]=[CH:35][C:34]=5[F:40])[C:20]=4[N:21]=[C:22](S(C)(=O)=O)[N:23]=3)[CH:12]=2)=[O:9])=[CH:4][CH:3]=1.[NH:41]1[CH2:46][CH2:45][CH:44]([NH:47]C(=O)OC(C)(C)C)[CH2:43][CH2:42]1, predict the reaction product. The product is: [NH2:47][CH:44]1[CH2:45][CH2:46][N:41]([C:22]2[N:23]=[C:18]([C:13]3[CH:12]=[C:11]([NH:10][C:8]([C:5]4[CH:6]=[N:7][C:2]([Cl:1])=[CH:3][CH:4]=4)=[O:9])[CH:16]=[CH:15][C:14]=3[CH3:17])[C:19]3[CH:31]=[CH:30][C:29](=[O:32])[N:28]([C:33]4[C:38]([F:39])=[CH:37][CH:36]=[CH:35][C:34]=4[F:40])[C:20]=3[N:21]=2)[CH2:42][CH2:43]1.